Task: Predict the reaction yield, written as a fraction of the theoretical maximum amount of product (1.0 means a 100% yield; for example, 0.34 means a 34% yield).. Dataset: Reaction yield outcomes from USPTO patents with 853,638 reactions (1) The reactants are [Al+3].[Cl-:2].[Cl-].[Cl-].B(Cl)(Cl)Cl.[Cl:9][C:10]1[C:18]([F:19])=[C:17]2[C:13]([C:14](SC3C(F)=C(C=CC=3)C(OCC)=O)=[CH:15][N:16]2C2C=NN(CCC)C=2)=[CH:12][CH:11]=1.ClCC#N.Cl.[OH2:46]. The catalyst is C(Cl)Cl. The product is [NH2:16][C:17]1[C:18]([F:19])=[C:10]([Cl:9])[CH:11]=[CH:12][C:13]=1[C:14](=[O:46])[CH2:15][Cl:2]. The yield is 0.330. (2) The reactants are [CH2:1]([N:8]1[CH:11]([CH3:12])[CH2:10][CH:9]1[C:13]([O:15]C)=[O:14])[C:2]1[CH:7]=[CH:6][CH:5]=[CH:4][CH:3]=1.[OH-].[Ba+2].[OH-].Cl. The catalyst is O. The product is [CH2:1]([N:8]1[CH:11]([CH3:12])[CH2:10][CH:9]1[C:13]([OH:15])=[O:14])[C:2]1[CH:3]=[CH:4][CH:5]=[CH:6][CH:7]=1. The yield is 0.960. (3) The reactants are [C:1]([O:11][C:12]([C:15]([CH2:18][CH2:19]I)([F:17])[F:16])([F:14])[F:13])([C:4]([C:7]([F:10])([F:9])[F:8])([F:6])[F:5])([F:3])[F:2].CNC=[O:24].O. The catalyst is CCOCC. The product is [C:1]([O:11][C:12]([C:15]([CH2:18][CH2:19][OH:24])([F:17])[F:16])([F:14])[F:13])([C:4]([C:7]([F:10])([F:9])[F:8])([F:6])[F:5])([F:3])[F:2]. The yield is 0.850. (4) The reactants are [N+:1]([CH:4]([N+:6]([O-:8])=[O:7])[CH3:5])([O-:3])=[O:2].[OH-].[K+].[C:11]([O:15][CH2:16][CH2:17][CH2:18][CH3:19])(=[O:14])[CH:12]=[CH2:13].CO. The catalyst is O. The product is [N+:1]([C:4]([N+:6]([O-:8])=[O:7])([CH3:5])[CH2:13][CH2:12][C:11]([O:15][CH2:16][CH2:17][CH2:18][CH3:19])=[O:14])([O-:3])=[O:2]. The yield is 0.870. (5) The reactants are [CH2:1]([S:8][C:9]1[N:14]2[N:15]=[CH:16][C:17]([CH:18]=[C:19]3[NH:23][C:22](=[O:24])[NH:21][C:20]3=[O:25])=[C:13]2[N:12]=[C:11]([NH:26][C:27]2[CH:32]=[CH:31][CH:30]=[C:29]([Cl:33])[CH:28]=2)[CH:10]=1)[C:2]1[CH:7]=[CH:6][CH:5]=[CH:4][CH:3]=1.ClC1C=CC=C(C(OO)=[O:42])C=1. The catalyst is ClCCl. The product is [CH2:1]([S:8]([C:9]1[N:14]2[N:15]=[CH:16][C:17]([CH:18]=[C:19]3[NH:23][C:22](=[O:24])[NH:21][C:20]3=[O:25])=[C:13]2[N:12]=[C:11]([NH:26][C:27]2[CH:32]=[CH:31][CH:30]=[C:29]([Cl:33])[CH:28]=2)[CH:10]=1)=[O:42])[C:2]1[CH:7]=[CH:6][CH:5]=[CH:4][CH:3]=1. The yield is 1.00. (6) The reactants are [NH2:1][C:2]1[CH:7]=[C:6]([Cl:8])[CH:5]=[CH:4][C:3]=1[S:9][CH2:10][C:11]1[CH:20]=[CH:19][CH:18]=[CH:17][C:12]=1[C:13]([O:15][CH3:16])=[O:14].[O:21]1[C:25]2[CH:26]=[CH:27][CH:28]=[CH:29][C:24]=2[CH:23]=[C:22]1[S:30](Cl)(=[O:32])=[O:31]. The catalyst is N1C=CC=CC=1. The product is [O:21]1[C:25]2[CH:26]=[CH:27][CH:28]=[CH:29][C:24]=2[CH:23]=[C:22]1[S:30]([NH:1][C:2]1[CH:7]=[C:6]([Cl:8])[CH:5]=[CH:4][C:3]=1[S:9][CH2:10][C:11]1[CH:20]=[CH:19][CH:18]=[CH:17][C:12]=1[C:13]([O:15][CH3:16])=[O:14])(=[O:32])=[O:31]. The yield is 0.580.